From a dataset of Forward reaction prediction with 1.9M reactions from USPTO patents (1976-2016). Predict the product of the given reaction. (1) Given the reactants [C:1]([NH:5][NH2:6])([CH3:4])([CH3:3])[CH3:2].[Cl:7][C:8]1[CH:13]=[CH:12][C:11]([S:14]([N:17]2[CH:22]3[CH2:23][CH2:24][CH2:25][CH:18]2[C:19](=[CH:27]O)[C:20](=O)[CH2:21]3)(=[O:16])=[O:15])=[CH:10][CH:9]=1, predict the reaction product. The product is: [C:1]([N:5]1[C:20]2[CH2:21][CH:22]3[N:17]([S:14]([C:11]4[CH:12]=[CH:13][C:8]([Cl:7])=[CH:9][CH:10]=4)(=[O:16])=[O:15])[CH:18]([CH2:25][CH2:24][CH2:23]3)[C:19]=2[CH:27]=[N:6]1)([CH3:4])([CH3:3])[CH3:2]. (2) Given the reactants [CH3:1][O:2][C:3]1[CH:8]=[CH:7][C:6]([C:9]2[CH:14]=[CH:13][C:12]([C:15]([NH:17][C:18]3([C:25]([O:27][CH3:28])=[O:26])[CH2:24][CH2:23][CH2:22][CH2:21][CH2:20][CH2:19]3)=[O:16])=[C:11]([N+:29]([O-])=O)[CH:10]=2)=[CH:5][CH:4]=1, predict the reaction product. The product is: [NH2:29][C:11]1[CH:10]=[C:9]([C:6]2[CH:5]=[CH:4][C:3]([O:2][CH3:1])=[CH:8][CH:7]=2)[CH:14]=[CH:13][C:12]=1[C:15]([NH:17][C:18]1([C:25]([O:27][CH3:28])=[O:26])[CH2:24][CH2:23][CH2:22][CH2:21][CH2:20][CH2:19]1)=[O:16]. (3) Given the reactants [N+:1]([C:4]1[CH:9]=[CH:8][CH:7]=[CH:6][C:5]=1[OH:10])([O-:3])=[O:2].C(=O)([O-])[O-].[K+].[K+].[CH:17](Br)([CH3:19])[CH3:18], predict the reaction product. The product is: [CH:17]([O:10][C:5]1[CH:6]=[CH:7][CH:8]=[CH:9][C:4]=1[N+:1]([O-:3])=[O:2])([CH3:19])[CH3:18]. (4) Given the reactants O=[C:2]1[C:15]2[CH:14]=[CH:13][CH:12]=[C:11]([C:16](O)=[O:17])[C:10]=2[O:9][C:8]2[C:3]1=[CH:4][CH:5]=[CH:6][CH:7]=2.[NH2:19][C:20]1[CH:25]=[CH:24][CH:23]=[CH:22][CH:21]=1.[OH-].[NH4+:27], predict the reaction product. The product is: [C:20]1([NH:19][C:16]([C:11]2[C:10]3[O:9][C:8]4[C:7](=[CH:15][CH:2]=[CH:3][CH:4]=4)[C:2](=[C:3]4[CH2:7][CH:6]5[NH:27][CH:5]([CH2:6][CH2:5]5)[CH2:4]4)[C:15]=3[CH:14]=[CH:13][CH:12]=2)=[O:17])[CH:25]=[CH:24][CH:23]=[CH:22][CH:21]=1. (5) Given the reactants C([N:8](CC1C=CC=CC=1)[C@@H:9]1[CH2:14][N:13]([CH2:15][C:16]2[CH:21]=[CH:20][C:19]([F:22])=[CH:18][CH:17]=2)[C:12](=[O:23])[CH2:11][CH2:10]1)C1C=CC=CC=1, predict the reaction product. The product is: [NH2:8][C@@H:9]1[CH2:14][N:13]([CH2:15][C:16]2[CH:21]=[CH:20][C:19]([F:22])=[CH:18][CH:17]=2)[C:12](=[O:23])[CH2:11][CH2:10]1. (6) Given the reactants [NH2:1][C:2]1[CH:7]=[C:6]([CH3:8])[C:5]([Br:9])=[CH:4][C:3]=1[OH:10].[Yb+3].FC(F)(F)S([O-])(=O)=O.FC(F)(F)S([O-])(=O)=O.FC(F)(F)S([O-])(=O)=O.[C:36](OC)(OC)(OC)[CH3:37], predict the reaction product. The product is: [Br:9][C:5]1[C:6]([CH3:8])=[CH:7][C:2]2[N:1]=[C:36]([CH3:37])[O:10][C:3]=2[CH:4]=1. (7) The product is: [O:49]([N:48]([CH3:47])[C:25]([C:23]1[N:22]=[CH:21][N:20]([C:1]([C:2]2[CH:7]=[CH:6][CH:5]=[CH:4][CH:3]=2)([C:8]2[CH:9]=[CH:10][CH:11]=[CH:12][CH:13]=2)[C:14]2[CH:15]=[CH:16][CH:17]=[CH:18][CH:19]=2)[CH:24]=1)=[O:27])[CH3:50]. Given the reactants [C:1]([N:20]1[CH:24]=[C:23]([C:25]([OH:27])=O)[N:22]=[CH:21]1)([C:14]1[CH:19]=[CH:18][CH:17]=[CH:16][CH:15]=1)([C:8]1[CH:13]=[CH:12][CH:11]=[CH:10][CH:9]=1)[C:2]1[CH:7]=[CH:6][CH:5]=[CH:4][CH:3]=1.CCN=C=NCCCN(C)C.C(N(CC)CC)C.Cl.[CH3:47][NH:48][O:49][CH3:50], predict the reaction product. (8) Given the reactants [C:1]([C:5]1[CH:10]=[CH:9][C:8]([S:11]([NH:14][C:15]2[CH:19]=[CH:18][S:17][C:16]=2[C:20]([O:22]C)=[O:21])(=[O:13])=[O:12])=[C:7]([N:24]2[CH2:29][CH2:28][O:27][CH2:26][CH2:25]2)[CH:6]=1)([CH3:4])([CH3:3])[CH3:2].[OH-].[Li+].Cl, predict the reaction product. The product is: [C:1]([C:5]1[CH:10]=[CH:9][C:8]([S:11]([NH:14][C:15]2[CH:19]=[CH:18][S:17][C:16]=2[C:20]([OH:22])=[O:21])(=[O:12])=[O:13])=[C:7]([N:24]2[CH2:29][CH2:28][O:27][CH2:26][CH2:25]2)[CH:6]=1)([CH3:4])([CH3:2])[CH3:3]. (9) Given the reactants [NH:1]1[CH:5]=[C:4]([NH:6]C(C2C3C(=CC(Br)=CC=3)N(COCC[Si](C)(C)C)N=2)=O)[CH:3]=[N:2]1.[C:27]([N:46]1[C:54]2[C:49](=[CH:50][CH:51]=[CH:52][CH:53]=2)[C:48]([C:55](O)=[O:56])=[N:47]1)([C:40]1[CH:45]=[CH:44][CH:43]=[CH:42][CH:41]=1)([C:34]1[CH:39]=[CH:38][CH:37]=[CH:36][CH:35]=1)[C:28]1[CH:33]=[CH:32][CH:31]=[CH:30][CH:29]=1, predict the reaction product. The product is: [NH:1]1[CH:5]=[C:4]([NH:6][C:55]([C:48]2[C:49]3[C:54](=[CH:53][CH:52]=[CH:51][CH:50]=3)[N:46]([C:27]([C:28]3[CH:33]=[CH:32][CH:31]=[CH:30][CH:29]=3)([C:34]3[CH:35]=[CH:36][CH:37]=[CH:38][CH:39]=3)[C:40]3[CH:45]=[CH:44][CH:43]=[CH:42][CH:41]=3)[N:47]=2)=[O:56])[CH:3]=[N:2]1.